Dataset: Reaction yield outcomes from USPTO patents with 853,638 reactions. Task: Predict the reaction yield, written as a fraction of the theoretical maximum amount of product (1.0 means a 100% yield; for example, 0.34 means a 34% yield). The reactants are C([O-])=O.[NH4+].C(OC([N:15]1[CH2:20][CH2:19][C:18]([CH2:27][C:28](=[O:39])[NH:29][CH2:30][CH2:31][C:32]2[CH:37]=[CH:36][CH:35]=[CH:34][C:33]=2[F:38])([C:21]2[CH:26]=[CH:25][CH:24]=[CH:23][CH:22]=2)[CH2:17][CH2:16]1)=O)C1C=CC=CC=1. The catalyst is CO.[Pd]. The product is [F:38][C:33]1[CH:34]=[CH:35][CH:36]=[CH:37][C:32]=1[CH2:31][CH2:30][NH:29][C:28](=[O:39])[CH2:27][C:18]1([C:21]2[CH:26]=[CH:25][CH:24]=[CH:23][CH:22]=2)[CH2:19][CH2:20][NH:15][CH2:16][CH2:17]1. The yield is 0.870.